This data is from Reaction yield outcomes from USPTO patents with 853,638 reactions. The task is: Predict the reaction yield, written as a fraction of the theoretical maximum amount of product (1.0 means a 100% yield; for example, 0.34 means a 34% yield). The reactants are [OH:1][C:2]1[CH:9]=[CH:8][C:7]([N+:10]([O-:12])=[O:11])=[CH:6][C:3]=1[CH:4]=[O:5].I[C:14]1([S:17][C:18]2[CH:23]=[CH:22][CH:21]=[CH:20][CH:19]=2)[CH2:16][CH2:15]1.[BH4-].[Na+].O. The catalyst is C1(C)C=CC=CC=1.C(OCC)(=O)C.C(=O)([O-])[O-].[Ag+2]. The product is [N+:10]([C:7]1[CH:8]=[CH:9][C:2]([O:1][C:14]2([S:17][C:18]3[CH:23]=[CH:22][CH:21]=[CH:20][CH:19]=3)[CH2:16][CH2:15]2)=[C:3]([CH2:4][OH:5])[CH:6]=1)([O-:12])=[O:11]. The yield is 0.400.